This data is from hERG Central: cardiac toxicity at 1µM, 10µM, and general inhibition. The task is: Predict hERG channel inhibition at various concentrations. (1) The compound is CN(Cc1cccc(Cl)c1)C(=O)C1CCN(C(=O)Nc2ccccc2)CC1. Results: hERG_inhib (hERG inhibition (general)): blocker. (2) The drug is CC(=O)Nc1ccc(S(=O)(=O)NCCC(=O)OCc2ccc([N+](=O)[O-])cc2)cc1. Results: hERG_inhib (hERG inhibition (general)): blocker.